Task: Regression/Classification. Given a drug SMILES string, predict its absorption, distribution, metabolism, or excretion properties. Task type varies by dataset: regression for continuous measurements (e.g., permeability, clearance, half-life) or binary classification for categorical outcomes (e.g., BBB penetration, CYP inhibition). Dataset: cyp2c9_veith.. Dataset: CYP2C9 inhibition data for predicting drug metabolism from PubChem BioAssay (1) The compound is CCOC(=O)NCN1C(=O)C2C3C=CC(C3)C2C1=O. The result is 0 (non-inhibitor). (2) The drug is Cc1cccc(NC(=S)N(CCc2nc3cc(C)c(C)cc3[nH]2)Cc2cccnc2)c1. The result is 1 (inhibitor). (3) The result is 0 (non-inhibitor). The drug is NC(=O)/N=C(\N)NC(=O)c1ccccc1. (4) The compound is Nc1[nH]nc2nc3ccccc3nc12. The result is 1 (inhibitor). (5) The molecule is NC(=NCc1ccc(Cl)c(Cl)c1)NC(=O)c1nc(Cl)c(N)nc1N. The result is 0 (non-inhibitor).